Dataset: Forward reaction prediction with 1.9M reactions from USPTO patents (1976-2016). Task: Predict the product of the given reaction. Given the reactants [CH:1]1[CH:10]=[CH:9][CH:8]=[C:7]2[C:2]=1[C:3]1[N:14]3[O:15][CH2:16][CH2:17][C:13]3=[N:12][C:4]=1[CH:5]=[N+:6]2[O-].[NH4+:18].[OH-].C1(C)C=CC(S(Cl)(=O)=O)=CC=1, predict the reaction product. The product is: [CH:1]1[CH:10]=[CH:9][CH:8]=[C:7]2[C:2]=1[C:3]1[N:14]3[O:15][CH2:16][CH2:17][C:13]3=[N:12][C:4]=1[C:5]([NH2:18])=[N:6]2.